This data is from Forward reaction prediction with 1.9M reactions from USPTO patents (1976-2016). The task is: Predict the product of the given reaction. (1) Given the reactants [CH2:1]([O:3][C:4](=[O:12])[CH:5]=[C:6]([NH2:11])[CH2:7][CH:8]1[CH2:10][CH2:9]1)[CH3:2].[F:13][C:14]([F:32])([F:31])/[C:15](/O)=[CH:16]/[C:17]([C:19]1[CH:24]=[CH:23][C:22]([O:25][C:26]([F:29])([F:28])[F:27])=[CH:21][CH:20]=1)=O, predict the reaction product. The product is: [CH2:1]([O:3][C:4](=[O:12])[C:5]1[C:15]([C:14]([F:13])([F:32])[F:31])=[CH:16][C:17]([C:19]2[CH:24]=[CH:23][C:22]([O:25][C:26]([F:27])([F:28])[F:29])=[CH:21][CH:20]=2)=[N:11][C:6]=1[CH2:7][CH:8]1[CH2:9][CH2:10]1)[CH3:2]. (2) The product is: [OH:29][C:26]1[CH:25]=[CH:24][C:23]([C@H:21]2[C@H:16]3[CH2:17][C@@H:18]([CH3:19])[CH2:20][C@H:15]3[C:6]3[CH:7]=[C:8]([OH:11])[CH:9]=[CH:10][C:5]=3[O:4]2)=[CH:28][CH:27]=1. Given the reactants COC[O:4][C:5]1[CH:10]=[CH:9][C:8]([O:11]COC)=[CH:7][C:6]=1[C@@H:15]1[CH2:19][C@H:18]([CH3:20])[CH2:17][C@@H:16]1[C:21]([C:23]1[CH:28]=[CH:27][C:26]([O:29]COC)=[CH:25][CH:24]=1)=O.C1(C)C=CC(S(O)(=O)=O)=CC=1.C([BH3-])#N.[Na+].Cl, predict the reaction product.